Dataset: Merck oncology drug combination screen with 23,052 pairs across 39 cell lines. Task: Regression. Given two drug SMILES strings and cell line genomic features, predict the synergy score measuring deviation from expected non-interaction effect. (1) Drug 1: C=CCn1c(=O)c2cnc(Nc3ccc(N4CCN(C)CC4)cc3)nc2n1-c1cccc(C(C)(C)O)n1. Drug 2: Cn1c(=O)n(-c2ccc(C(C)(C)C#N)cc2)c2c3cc(-c4cnc5ccccc5c4)ccc3ncc21. Cell line: NCIH2122. Synergy scores: synergy=9.23. (2) Drug 1: CN1C(=O)C=CC2(C)C3CCC4(C)C(NC(=O)OCC(F)(F)F)CCC4C3CCC12. Drug 2: Cn1cc(-c2cnn3c(N)c(Br)c(C4CCCNC4)nc23)cn1. Cell line: T47D. Synergy scores: synergy=-47.3. (3) Drug 1: CN(Cc1cnc2nc(N)nc(N)c2n1)c1ccc(C(=O)NC(CCC(=O)O)C(=O)O)cc1. Drug 2: O=C(CCCCCCC(=O)Nc1ccccc1)NO. Cell line: VCAP. Synergy scores: synergy=-32.0.